This data is from Peptide-MHC class I binding affinity with 185,985 pairs from IEDB/IMGT. The task is: Regression. Given a peptide amino acid sequence and an MHC pseudo amino acid sequence, predict their binding affinity value. This is MHC class I binding data. (1) The peptide sequence is RRNDGVVQY. The MHC is HLA-C06:02 with pseudo-sequence HLA-C06:02. The binding affinity (normalized) is 0.620. (2) The peptide sequence is WPEIVGAIV. The MHC is HLA-A31:01 with pseudo-sequence HLA-A31:01. The binding affinity (normalized) is 0.0847. (3) The peptide sequence is FKLLEYSNQN. The MHC is H-2-Db with pseudo-sequence H-2-Db. The binding affinity (normalized) is 0. (4) The peptide sequence is MSHVKSVTK. The binding affinity (normalized) is 0.730. The MHC is HLA-A03:01 with pseudo-sequence HLA-A03:01. (5) The peptide sequence is VTGCASLYV. The MHC is HLA-B57:01 with pseudo-sequence HLA-B57:01. The binding affinity (normalized) is 0.0847. (6) The peptide sequence is ALVSEVTEV. The MHC is HLA-A02:19 with pseudo-sequence HLA-A02:19. The binding affinity (normalized) is 0.872.